This data is from Peptide-MHC class I binding affinity with 185,985 pairs from IEDB/IMGT. The task is: Regression. Given a peptide amino acid sequence and an MHC pseudo amino acid sequence, predict their binding affinity value. This is MHC class I binding data. (1) The peptide sequence is VPQTDAGVT. The MHC is HLA-B35:01 with pseudo-sequence HLA-B35:01. The binding affinity (normalized) is 0.373. (2) The peptide sequence is IFLKPEETF. The MHC is HLA-B15:17 with pseudo-sequence HLA-B15:17. The binding affinity (normalized) is 0.0847. (3) The peptide sequence is VLDMGDPVK. The MHC is HLA-B40:01 with pseudo-sequence HLA-B40:01. The binding affinity (normalized) is 0.0847. (4) The peptide sequence is LLLAILGPL. The MHC is Patr-A0701 with pseudo-sequence Patr-A0701. The binding affinity (normalized) is 0.302. (5) The peptide sequence is HTAEIQQFF. The MHC is HLA-A26:01 with pseudo-sequence HLA-A26:01. The binding affinity (normalized) is 0.839. (6) The peptide sequence is RVRRLNWAA. The MHC is HLA-B18:01 with pseudo-sequence HLA-B18:01. The binding affinity (normalized) is 0.0847. (7) The peptide sequence is AFDVFKEL. The MHC is H-2-Db with pseudo-sequence H-2-Db. The binding affinity (normalized) is 0.